From a dataset of Forward reaction prediction with 1.9M reactions from USPTO patents (1976-2016). Predict the product of the given reaction. (1) The product is: [Cl:31][C:32]1[CH:39]=[CH:38][CH:37]=[C:34]([C:35]#[N:36])[C:33]=1[N:40]1[C:44]2=[N:45][CH:46]=[N:47][C:48]([O:3][C@@H:4]([CH2:15][O:16][C@H:17]([CH3:30])[CH2:18][O:19][Si:20]([CH:27]([CH3:29])[CH3:28])([CH:21]([CH3:23])[CH3:22])[CH:24]([CH3:26])[CH3:25])[C:5]([NH:7][C:8]3[CH:13]=[CH:12][C:11]([CH3:14])=[CH:10][N:9]=3)=[O:6])=[C:43]2[CH:42]=[N:41]1. Given the reactants [H-].[Na+].[OH:3][C@@H:4]([CH2:15][O:16][C@H:17]([CH3:30])[CH2:18][O:19][Si:20]([CH:27]([CH3:29])[CH3:28])([CH:24]([CH3:26])[CH3:25])[CH:21]([CH3:23])[CH3:22])[C:5]([NH:7][C:8]1[CH:13]=[CH:12][C:11]([CH3:14])=[CH:10][N:9]=1)=[O:6].[Cl:31][C:32]1[C:33]([N:40]2[C:44]3=[N:45][CH:46]=[N:47][C:48](Cl)=[C:43]3[CH:42]=[N:41]2)=[C:34]([CH:37]=[CH:38][CH:39]=1)[C:35]#[N:36].C(O)(=O)CC(CC(O)=O)(C(O)=O)O, predict the reaction product. (2) Given the reactants [Br:1][C:2]1[C:7](N)=[C:6]([Br:9])[C:5]([CH3:10])=[C:4]([C:11]2[CH:16]=[CH:15][C:14]([F:17])=[CH:13][C:12]=2[Cl:18])[N:3]=1.C(ON=O)(C)(C)C, predict the reaction product. The product is: [Br:9][C:6]1[CH:7]=[C:2]([Br:1])[N:3]=[C:4]([C:11]2[CH:16]=[CH:15][C:14]([F:17])=[CH:13][C:12]=2[Cl:18])[C:5]=1[CH3:10]. (3) Given the reactants [C:1]([O:5][C:6]([N:8]1[CH2:12][CH2:11][C@H:10]([NH:13][C:14]2[CH:19]=[CH:18][C:17]([F:20])=[C:16]([Cl:21])[CH:15]=2)[CH2:9]1)=[O:7])([CH3:4])([CH3:3])[CH3:2].Br[CH2:23][CH2:24][CH2:25][Cl:26].C(=O)([O-])[O-].[K+].[K+].O, predict the reaction product. The product is: [C:1]([O:5][C:6]([N:8]1[CH2:12][CH2:11][C@H:10]([N:13]([C:14]2[CH:19]=[CH:18][C:17]([F:20])=[C:16]([Cl:21])[CH:15]=2)[CH2:23][CH2:24][CH2:25][Cl:26])[CH2:9]1)=[O:7])([CH3:4])([CH3:2])[CH3:3]. (4) Given the reactants [Cl:1][C:2]1[CH:29]=[CH:28][C:5]2[CH:6]=[C:7]([C:9]3[C:18]([N:19]([CH3:23])[CH:20]([CH3:22])[CH3:21])=[N:17][C:16]4[C:11](=[CH:12][CH:13]=[C:14]([C:24]([O:26]C)=[O:25])[CH:15]=4)[N:10]=3)[O:8][C:4]=2[CH:3]=1.[OH-].[Na+].Cl, predict the reaction product. The product is: [Cl:1][C:2]1[CH:29]=[CH:28][C:5]2[CH:6]=[C:7]([C:9]3[C:18]([N:19]([CH3:23])[CH:20]([CH3:22])[CH3:21])=[N:17][C:16]4[C:11](=[CH:12][CH:13]=[C:14]([C:24]([OH:26])=[O:25])[CH:15]=4)[N:10]=3)[O:8][C:4]=2[CH:3]=1. (5) Given the reactants [NH2:1][C:2]1NO[C:5]2[CH:11]=CC=C[C:6]=2[CH:7]=1.F[C:13](F)(F)[C:14](=O)[CH2:15][C:16]([O-:18])=O.S(=O)(=O)(O)O, predict the reaction product. The product is: [NH:1]1[C:2]2[C:13](=[CH:11][CH:5]=[CH:6][CH:7]=2)[CH:14]=[CH:15][C:16]1=[O:18]. (6) Given the reactants [F:1][C:2]1[C:3]([C@@H:8]([NH:19][C:20]([C:22]2[CH:30]=[CH:29][C:25]([C:26]([OH:28])=O)=[CH:24][N:23]=2)=[O:21])[C:9]2[CH:14]=[CH:13][C:12]([C:15]([F:18])([F:17])[F:16])=[CH:11][CH:10]=2)=[N:4][CH:5]=[CH:6][CH:7]=1.C[CH2:32][N:33](C(C)C)C(C)C.CN.CN(C([O:49]N1N=NC2C=CC=NC1=2)=[N+](C)C)C.F[P-](F)(F)(F)(F)F.CN([CH:69]=[O:70])C, predict the reaction product. The product is: [F:16][C:15]([F:18])([F:17])[C:69]([OH:70])=[O:49].[F:1][C:2]1[C:3]([C@H:8]([C:9]2[CH:10]=[CH:11][C:12]([C:15]([F:18])([F:17])[F:16])=[CH:13][CH:14]=2)[NH:19][C:20]([C:22]2[CH:30]=[CH:29][C:25]([C:26]([NH:33][CH3:32])=[O:28])=[CH:24][N:23]=2)=[O:21])=[N:4][CH:5]=[CH:6][CH:7]=1. (7) The product is: [CH3:42][N:43]([CH3:48])[C:44](=[O:47])[CH2:45][NH:46][C:2]([NH:13][C:14]1[CH:23]=[CH:22][C:21]([C:24]([C:26]2[N:34]3[C:29]([CH:30]=[CH:31][CH:32]=[CH:33]3)=[C:28]([O:35][CH3:36])[C:27]=2[CH3:37])=[O:25])=[CH:20][C:15]=1[C:16]([O:18][CH3:19])=[O:17])=[O:4]. Given the reactants Cl[C:2](Cl)([O:4]C(=O)OC(Cl)(Cl)Cl)Cl.[NH2:13][C:14]1[CH:23]=[CH:22][C:21]([C:24]([C:26]2[N:34]3[C:29]([CH:30]=[CH:31][CH:32]=[CH:33]3)=[C:28]([O:35][CH3:36])[C:27]=2[CH3:37])=[O:25])=[CH:20][C:15]=1[C:16]([O:18][CH3:19])=[O:17].C(O)(=O)C.[CH3:42][N:43]([CH3:48])[C:44](=[O:47])[CH2:45][NH2:46].C(N(CC)CC)C, predict the reaction product. (8) The product is: [CH:1]1([CH2:4][S:5]([C:6]2[CH:15]=[C:14]3[C:9]([CH:10]=[CH:11][CH:12]=[C:13]3[CH2:16][CH2:17][NH:18][C:19](=[O:24])[CH2:20][CH2:21][CH2:22][Cl:23])=[CH:8][CH:7]=2)=[O:26])[CH2:3][CH2:2]1. Given the reactants [CH:1]1([CH2:4][S:5][C:6]2[CH:15]=[C:14]3[C:9]([CH:10]=[CH:11][CH:12]=[C:13]3[CH2:16][CH2:17][NH:18][C:19](=[O:24])[CH2:20][CH2:21][CH2:22][Cl:23])=[CH:8][CH:7]=2)[CH2:3][CH2:2]1.I([O-])(=O)(=O)=[O:26].[Na+], predict the reaction product.